This data is from Reaction yield outcomes from USPTO patents with 853,638 reactions. The task is: Predict the reaction yield, written as a fraction of the theoretical maximum amount of product (1.0 means a 100% yield; for example, 0.34 means a 34% yield). (1) The reactants are [Cr](Cl)([O-])(=O)=O.[NH+]1C=CC=CC=1.[OH:12][CH:13]1[CH2:18][CH2:17][CH:16]([NH:19][C:20](=[O:24])[CH:21]([CH3:23])[CH3:22])[CH2:15][CH2:14]1. The catalyst is C(Cl)Cl. The product is [O:12]=[C:13]1[CH2:14][CH2:15][CH:16]([NH:19][C:20](=[O:24])[CH:21]([CH3:22])[CH3:23])[CH2:17][CH2:18]1. The yield is 0.660. (2) The reactants are NC1C=CC=CN=1.[I-].[NH2:9][N+:10]1[CH:15]=[CH:14][CH:13]=[CH:12][C:11]=1[NH2:16].[C:17]([C:21]1[CH:29]=[CH:28][C:24]([C:25](Cl)=O)=[CH:23][CH:22]=1)([CH3:20])([CH3:19])[CH3:18]. The catalyst is N1C=CC=CC=1. The product is [C:17]([C:21]1[CH:22]=[CH:23][C:24]([C:25]2[N:16]=[C:11]3[CH:12]=[CH:13][CH:14]=[CH:15][N:10]3[N:9]=2)=[CH:28][CH:29]=1)([CH3:20])([CH3:19])[CH3:18]. The yield is 0.740. (3) The reactants are N[C:2]1[N:11]=[CH:10][C:9]2[C:8](=[O:12])[NH:7][CH:6]=[N:5][C:4]=2[CH:3]=1.N([O-])=O.[Na+].C([O-])([O-])=O.[Na+].[Na+].[H+].[B-](F)(F)(F)[F:25]. No catalyst specified. The product is [F:25][C:2]1[N:11]=[CH:10][C:9]2[C:8](=[O:12])[NH:7][CH:6]=[N:5][C:4]=2[CH:3]=1. The yield is 0.470. (4) The reactants are [NH2:1][CH2:2][C:3]1[CH:4]=[C:5]([C:14]([O:16][CH2:17][CH3:18])=[O:15])[CH:6]=[C:7]([CH:13]=1)[C:8]([O:10][CH2:11][CH3:12])=[O:9].CCN(CC)CC.[CH3:26][S:27](Cl)(=[O:29])=[O:28]. The catalyst is C(Cl)Cl. The product is [CH3:26][S:27]([NH:1][CH2:2][C:3]1[CH:13]=[C:7]([C:8]([O:10][CH2:11][CH3:12])=[O:9])[CH:6]=[C:5]([CH:4]=1)[C:14]([O:16][CH2:17][CH3:18])=[O:15])(=[O:29])=[O:28]. The yield is 0.350. (5) The reactants are [CH3:1][S:2][C:3]1[C:4]2[N:5]([CH:15]=[CH:16][N:17]=2)[CH:6]=[C:7]([C:9]2[CH:14]=[CH:13][CH:12]=[CH:11][CH:10]=2)[N:8]=1.C1C(=O)N([I:25])C(=O)C1.O. The catalyst is CN(C=O)C. The product is [I:25][C:15]1[N:5]2[CH:6]=[C:7]([C:9]3[CH:14]=[CH:13][CH:12]=[CH:11][CH:10]=3)[N:8]=[C:3]([S:2][CH3:1])[C:4]2=[N:17][CH:16]=1. The yield is 0.698. (6) The reactants are [O:1]1[C:5]2[CH:6]=[CH:7][C:8]([O:10][C:11]3[CH:16]=[C:15]([CH3:17])[C:14]([C:18](=O)[CH2:19]Br)=[C:13]([CH3:22])[CH:12]=3)=[CH:9][C:4]=2[O:3][CH2:2]1.[NH2:23][C:24]([NH2:26])=[S:25]. The catalyst is CCO. The product is [O:1]1[C:5]2[CH:6]=[CH:7][C:8]([O:10][C:11]3[CH:16]=[C:15]([CH3:17])[C:14]([C:18]4[N:23]=[C:24]([NH2:26])[S:25][CH:19]=4)=[C:13]([CH3:22])[CH:12]=3)=[CH:9][C:4]=2[O:3][CH2:2]1. The yield is 0.960. (7) The yield is 0.230. The catalyst is CN(C)C=O.C(OCC)(=O)C. The reactants are [CH3:1][O:2][C:3]1[CH:8]=[C:7]([N:9]2[CH2:14][CH2:13][N:12]([CH3:15])[CH2:11][CH2:10]2)[CH:6]=[CH:5][C:4]=1[NH:16][C:17]1[N:22]=[C:21]([C:23]2[N:27]([CH2:28]C)[CH:26]=[C:25]([C:30]([OH:32])=O)[CH:24]=2)[CH:20]=[CH:19][N:18]=1.C(N(C(C)C)C(C)C)C.CN(C(ON1N=NC2C=CC=CC1=2)=[N+](C)C)C.[B-](F)(F)(F)F.[CH2:64]([C:66]1[CH:72]=[CH:71][CH:70]=[C:69]([CH2:73][CH3:74])[C:67]=1[NH2:68])[CH3:65]. The product is [CH2:64]([C:66]1[CH:72]=[CH:71][CH:70]=[C:69]([CH2:73][CH3:74])[C:67]=1[NH:68][C:30]([C:25]1[CH:24]=[C:23]([C:21]2[CH:20]=[CH:19][N:18]=[C:17]([NH:16][C:4]3[CH:5]=[CH:6][C:7]([N:9]4[CH2:10][CH2:11][N:12]([CH3:15])[CH2:13][CH2:14]4)=[CH:8][C:3]=3[O:2][CH3:1])[N:22]=2)[N:27]([CH3:28])[CH:26]=1)=[O:32])[CH3:65]. (8) The reactants are [CH:1]([C:3]1[C:4]([C:12]([O:14]C)=O)=[CH:5][N:6]2[C:11]=1[CH2:10][CH2:9][CH2:8][CH2:7]2)=O.[OH-].[NH3+:17][NH2:18]. No catalyst specified. The product is [CH:1]1[C:3]2=[C:11]3[N:6]([CH:5]=[C:4]2[C:12](=[O:14])[NH:18][N:17]=1)[CH2:7][CH2:8][CH2:9][CH2:10]3. The yield is 0.830. (9) The reactants are FC(F)(F)C1C=CC(CN)=CC=1.[C:13]1([CH2:19][CH2:20][CH2:21][NH2:22])[CH:18]=[CH:17][CH:16]=[CH:15][CH:14]=1.[C:23]([NH:31][C:32]1[CH:33]=[C:34]([CH:38]=[CH:39][N:40]=1)[C:35](O)=[O:36])(=[O:30])[C:24]1[CH:29]=[CH:28][CH:27]=[CH:26][CH:25]=1. No catalyst specified. The product is [C:23]([NH:31][C:32]1[CH:33]=[C:34]([CH:38]=[CH:39][N:40]=1)[C:35]([NH:22][CH2:21][CH2:20][CH2:19][C:13]1[CH:18]=[CH:17][CH:16]=[CH:15][CH:14]=1)=[O:36])(=[O:30])[C:24]1[CH:25]=[CH:26][CH:27]=[CH:28][CH:29]=1. The yield is 0.720. (10) The reactants are [Br:1][C:2]1[CH:7]=[C:6]([N+:8]([O-])=O)[CH:5]=[CH:4][C:3]=1[O:11][C:12]1[CH:17]=[CH:16][C:15]([F:18])=[CH:14][C:13]=1[F:19].[Cl-].[NH4+].O. The catalyst is O1CCCC1.C(O)C.[Fe]. The product is [Br:1][C:2]1[CH:7]=[C:6]([CH:5]=[CH:4][C:3]=1[O:11][C:12]1[CH:17]=[CH:16][C:15]([F:18])=[CH:14][C:13]=1[F:19])[NH2:8]. The yield is 1.00.